The task is: Predict the reactants needed to synthesize the given product.. This data is from Full USPTO retrosynthesis dataset with 1.9M reactions from patents (1976-2016). (1) Given the product [O:26]=[C:9]1[N:10]([C:13]2[CH:18]=[CH:17][C:16]([O:19][C:20]3[CH:25]=[CH:24][CH:23]=[CH:22][CH:21]=3)=[CH:15][CH:14]=2)[CH:11]=[CH:12][N:8]1[C:5]1[CH:4]=[CH:3][C:2]([NH:1][C:34](=[O:35])[CH2:33][N:27]2[CH2:32][CH2:31][CH2:30][CH2:29][CH2:28]2)=[CH:7][CH:6]=1, predict the reactants needed to synthesize it. The reactants are: [NH2:1][C:2]1[CH:7]=[CH:6][C:5]([N:8]2[CH:12]=[CH:11][N:10]([C:13]3[CH:18]=[CH:17][C:16]([O:19][C:20]4[CH:25]=[CH:24][CH:23]=[CH:22][CH:21]=4)=[CH:15][CH:14]=3)[C:9]2=[O:26])=[CH:4][CH:3]=1.[N:27]1([CH2:33][C:34](O)=[O:35])[CH2:32][CH2:31][CH2:30][CH2:29][CH2:28]1. (2) Given the product [CH:28]([C:3]1[C:2]([CH3:30])=[CH:7][C:6]([C:8]([F:11])([F:10])[F:9])=[CH:5][C:4]=1[C:12]1[CH:13]=[CH:14][C:15]([C:18]([NH:20][CH2:21][CH2:22][C:23]([O:25][CH2:26][CH3:27])=[O:24])=[O:19])=[N:16][CH:17]=1)=[O:29], predict the reactants needed to synthesize it. The reactants are: Cl[C:2]1[C:3]([CH:28]=[O:29])=[C:4]([C:12]2[CH:13]=[CH:14][C:15]([C:18]([NH:20][CH2:21][CH2:22][C:23]([O:25][CH2:26][CH3:27])=[O:24])=[O:19])=[N:16][CH:17]=2)[CH:5]=[C:6]([C:8]([F:11])([F:10])[F:9])[CH:7]=1.[CH3:30]B(O)O. (3) Given the product [NH:12]1[C:20]2[C:15](=[CH:16][CH:17]=[C:18](/[CH:21]=[C:4]3\[C:5](=[O:11])[NH:6][C:7]4[C:3]\3=[C:2]([Br:1])[CH:10]=[CH:9][CH:8]=4)[CH:19]=2)[CH:14]=[N:13]1, predict the reactants needed to synthesize it. The reactants are: [Br:1][C:2]1[CH:10]=[CH:9][CH:8]=[C:7]2[C:3]=1[CH2:4][C:5](=[O:11])[NH:6]2.[NH:12]1[C:20]2[C:15](=[CH:16][CH:17]=[C:18]([CH:21]=O)[CH:19]=2)[CH:14]=[N:13]1. (4) Given the product [CH3:16][C:11]1[N:9]([CH2:10][CH2:22][O:25][S:18]([CH3:17])(=[O:20])=[O:19])[CH:14]=[CH:13][N:12]=1, predict the reactants needed to synthesize it. The reactants are: C(N(CC)CC)C.C[N:9]([C:11]1[CH:16]=C[CH:14]=[CH:13][N:12]=1)[CH3:10].[CH3:17][S:18](Cl)(=[O:20])=[O:19].[C:22](=[O:25])(O)[O-].[Na+]. (5) The reactants are: C[Si](C)(C)N[Si](C)(C)C.[Li]CCCC.C1(P(C2CCCCC2)C2C=CC=CC=2C2C=CC=CC=2N(C)C)CCCCC1.[C:43]([O:47][C:48](=[O:50])[CH3:49])([CH3:46])([CH3:45])[CH3:44].Cl[C:52]1[C:61]2[C:56](=[CH:57][CH:58]=[CH:59][CH:60]=2)[CH:55]=[C:54]([Cl:62])[N:53]=1. Given the product [C:43]([O:47][C:48](=[O:50])[CH2:49][C:52]1[C:61]2[C:56](=[CH:57][CH:58]=[CH:59][CH:60]=2)[CH:55]=[C:54]([Cl:62])[N:53]=1)([CH3:46])([CH3:45])[CH3:44], predict the reactants needed to synthesize it.